From a dataset of Forward reaction prediction with 1.9M reactions from USPTO patents (1976-2016). Predict the product of the given reaction. (1) Given the reactants [CH3:1][CH:2]([CH2:4][C@H:5]([CH2:10][NH2:11])[CH2:6][C:7]([OH:9])=[O:8])[CH3:3].C(N(CC)CC)C.C[Si](C)(C)Cl.C(=O)([O-])OC1C=CC([N+]([O-])=O)=CC=1[CH:35]([O:37][C:38](=[O:42])[CH:39]([CH3:41])[CH3:40])[CH3:36].C(O)(=O)CC(CC(O)=O)([C:49]([OH:51])=[O:50])O, predict the reaction product. The product is: [C:38]([O:37][CH:35]([O:51][C:49]([NH:11][CH2:10][CH:5]([CH2:4][CH:2]([CH3:1])[CH3:3])[CH2:6][C:7]([OH:9])=[O:8])=[O:50])[CH3:36])(=[O:42])[CH:39]([CH3:40])[CH3:41]. (2) Given the reactants CC1(C)C(C)(C)OB([C:9]2[CH:14]=[CH:13][C:12]([C:15]34[CH2:22][CH2:21][C:18]([CH2:23][C:24]([O:26][CH3:27])=[O:25])([CH2:19][CH2:20]3)[O:17][CH2:16]4)=[CH:11][CH:10]=2)O1.I[C:30]1[CH:35]=[CH:34][C:33]([N+:36]([O-:38])=[O:37])=[CH:32][CH:31]=1.[O-]P([O-])([O-])=O.[K+].[K+].[K+], predict the reaction product. The product is: [N+:36]([C:33]1[CH:34]=[CH:35][C:30]([C:9]2[CH:10]=[CH:11][C:12]([C:15]34[CH2:20][CH2:19][C:18]([CH2:23][C:24]([O:26][CH3:27])=[O:25])([CH2:21][CH2:22]3)[O:17][CH2:16]4)=[CH:13][CH:14]=2)=[CH:31][CH:32]=1)([O-:38])=[O:37].